From a dataset of Forward reaction prediction with 1.9M reactions from USPTO patents (1976-2016). Predict the product of the given reaction. Given the reactants [CH3:1][C:2]1[CH:7]=[CH:6][N:5]=[CH:4][C:3]=1[N:8]1[CH2:12][CH2:11][NH:10][C:9]1=[O:13].Br[C:15]1[CH:20]=[CH:19][N:18]2[C:21]([Cl:24])=[CH:22][N:23]=[C:17]2[CH:16]=1.N[C@@H]1CCCC[C@H]1N.P([O-])([O-])([O-])=O.[K+].[K+].[K+], predict the reaction product. The product is: [Cl:24][C:21]1[N:18]2[CH:19]=[CH:20][C:15]([N:10]3[CH2:11][CH2:12][N:8]([C:3]4[CH:4]=[N:5][CH:6]=[CH:7][C:2]=4[CH3:1])[C:9]3=[O:13])=[CH:16][C:17]2=[N:23][CH:22]=1.